From a dataset of Forward reaction prediction with 1.9M reactions from USPTO patents (1976-2016). Predict the product of the given reaction. (1) Given the reactants Cl[C:2]1[CH:7]=[C:6]([C:8]2[CH:13]=[CH:12][CH:11]=[C:10]([Cl:14])[CH:9]=2)[N:5]=[C:4]([CH2:15][CH3:16])[N:3]=1.[NH2:17][C:18]1[CH:26]=[CH:25][C:21]([CH2:22][CH2:23][OH:24])=[CH:20][CH:19]=1.Cl.O1CCOCC1.C(=O)(O)[O-].[Na+], predict the reaction product. The product is: [Cl:14][C:10]1[CH:9]=[C:8]([C:6]2[N:5]=[C:4]([CH2:15][CH3:16])[N:3]=[C:2]([NH:17][C:18]3[CH:26]=[CH:25][C:21]([CH2:22][CH2:23][OH:24])=[CH:20][CH:19]=3)[CH:7]=2)[CH:13]=[CH:12][CH:11]=1. (2) The product is: [N:21]1([CH2:26][CH2:27][NH:28][C:2]2[CH:7]=[CH:6][C:5]([C:8]([N:10]3[CH2:14][CH2:13][CH2:12][CH:11]3[CH2:15][N:16]3[CH2:20][CH2:19][CH2:18][CH2:17]3)=[O:9])=[CH:4][CH:3]=2)[CH2:25][CH2:24][CH2:23][CH2:22]1. Given the reactants F[C:2]1[CH:7]=[CH:6][C:5]([C:8]([N:10]2[CH2:14][CH2:13][CH2:12][CH:11]2[CH2:15][N:16]2[CH2:20][CH2:19][CH2:18][CH2:17]2)=[O:9])=[CH:4][CH:3]=1.[N:21]1([CH2:26][CH2:27][NH2:28])[CH2:25][CH2:24][CH2:23][CH2:22]1, predict the reaction product. (3) Given the reactants [C:1]([C:3]1([C:14]2[CH:19]=[CH:18][CH:17]=[C:16]([F:20])[CH:15]=2)[CH2:8][CH2:7][C:6](=[O:9])[CH:5](C(OC)=O)[CH2:4]1)#[N:2].O, predict the reaction product. The product is: [C:1]([C:3]1([C:14]2[CH:19]=[CH:18][CH:17]=[C:16]([F:20])[CH:15]=2)[CH2:8][CH2:7][C:6](=[O:9])[CH2:5][CH2:4]1)#[N:2]. (4) Given the reactants [NH2:1][C:2]1[N:7]=[C:6]([N:8]2[C:16]3[C:11](=[CH:12][CH:13]=[C:14]([C:17]#[C:18][C:19]([OH:26])([CH3:25])[C:20]([O:22]CC)=[O:21])[CH:15]=3)[C:10]([CH3:27])=[N:9]2)[CH:5]=[CH:4][N:3]=1.[OH-].[Na+], predict the reaction product. The product is: [NH2:1][C:2]1[N:7]=[C:6]([N:8]2[C:16]3[C:11](=[CH:12][CH:13]=[C:14]([C:17]#[C:18][C:19]([OH:26])([CH3:25])[C:20]([OH:22])=[O:21])[CH:15]=3)[C:10]([CH3:27])=[N:9]2)[CH:5]=[CH:4][N:3]=1. (5) Given the reactants Br[C:2]1[CH:24]=[CH:23][C:5]([C:6]([NH:8][C:9]2[CH:14]=[CH:13][CH:12]=[CH:11][C:10]=2[NH:15][C:16](=[O:22])[O:17][C:18]([CH3:21])([CH3:20])[CH3:19])=[O:7])=[CH:4][C:3]=1[F:25].[N:26]1[CH:31]=[CH:30][CH:29]=[C:28](B(O)O)[CH:27]=1.C(=O)([O-])O.[Na+], predict the reaction product. The product is: [C:18]([O:17][C:16]([NH:15][C:10]1[CH:11]=[CH:12][CH:13]=[CH:14][C:9]=1[NH:8][C:6](=[O:7])[C:5]1[CH:23]=[CH:24][C:2]([C:28]2[CH:27]=[N:26][CH:31]=[CH:30][CH:29]=2)=[C:3]([F:25])[CH:4]=1)=[O:22])([CH3:21])([CH3:20])[CH3:19]. (6) Given the reactants Br.[C:2]1([N:8]2[CH2:12][C:11]3([CH2:17][CH2:16][NH:15][CH2:14][CH2:13]3)[O:10][C:9]2=[O:18])[CH:7]=[CH:6][CH:5]=[CH:4][CH:3]=1.[Br:19][C:20]1[CH:29]=[CH:28][C:23]2[NH:24][C:25](Cl)=[N:26][C:22]=2[CH:21]=1.C(N(C(C)C)CC)(C)C, predict the reaction product. The product is: [Br:19][C:20]1[CH:29]=[CH:28][C:23]2[NH:24][C:25]([N:15]3[CH2:14][CH2:13][C:11]4([O:10][C:9](=[O:18])[N:8]([C:2]5[CH:3]=[CH:4][CH:5]=[CH:6][CH:7]=5)[CH2:12]4)[CH2:17][CH2:16]3)=[N:26][C:22]=2[CH:21]=1.